This data is from Ames mutagenicity test results for genotoxicity prediction. The task is: Regression/Classification. Given a drug SMILES string, predict its toxicity properties. Task type varies by dataset: regression for continuous values (e.g., LD50, hERG inhibition percentage) or binary classification for toxic/non-toxic outcomes (e.g., AMES mutagenicity, cardiotoxicity, hepatotoxicity). Dataset: ames. The result is 1 (mutagenic). The drug is Nc1ccc2nc3ccc(N)cc3nc2c1.